This data is from Reaction yield outcomes from USPTO patents with 853,638 reactions. The task is: Predict the reaction yield, written as a fraction of the theoretical maximum amount of product (1.0 means a 100% yield; for example, 0.34 means a 34% yield). (1) The reactants are [CH3:1][N:2]([CH3:19])[CH2:3][CH2:4][N:5]1[CH2:11][CH2:10][CH2:9][C:8]2[NH:12][C:13]([CH:16]=O)=[C:14]([CH3:15])[C:7]=2[C:6]1=[O:18].[F:20][C:21]1[CH:22]=[C:23]2[C:27](=[CH:28][CH:29]=1)[NH:26][C:25](=[O:30])[CH2:24]2. No catalyst specified. The product is [CH3:1][N:2]([CH3:19])[CH2:3][CH2:4][N:5]1[CH2:11][CH2:10][CH2:9][C:8]2[NH:12][C:13](/[CH:16]=[C:24]3\[C:25](=[O:30])[NH:26][C:27]4[C:23]\3=[CH:22][C:21]([F:20])=[CH:29][CH:28]=4)=[C:14]([CH3:15])[C:7]=2[C:6]1=[O:18]. The yield is 0.680. (2) The reactants are [F:1][C:2]1[CH:10]=[C:9]2[C:5]([C:6]([CH:11]3[CH2:16][CH2:15][NH:14][CH2:13][CH2:12]3)=[CH:7][NH:8]2)=[CH:4][CH:3]=1.[CH2:17]([O:19][C:20](=[O:31])[C:21]1[CH:26]=[C:25]([CH2:27]Br)[CH:24]=[CH:23][C:22]=1[O:29][CH3:30])[CH3:18]. No catalyst specified. The product is [CH2:17]([O:19][C:20](=[O:31])[C:21]1[CH:26]=[C:25]([CH2:27][N:14]2[CH2:15][CH2:16][CH:11]([C:6]3[C:5]4[C:9](=[CH:10][C:2]([F:1])=[CH:3][CH:4]=4)[NH:8][CH:7]=3)[CH2:12][CH2:13]2)[CH:24]=[CH:23][C:22]=1[O:29][CH3:30])[CH3:18]. The yield is 1.00.